From a dataset of Full USPTO retrosynthesis dataset with 1.9M reactions from patents (1976-2016). Predict the reactants needed to synthesize the given product. (1) Given the product [CH3:2][C:1]([CH2:6][C:5]([CH2:20][C:19]([OH:18])=[O:21])=[O:14])=[O:8], predict the reactants needed to synthesize it. The reactants are: [C:1]1(=[O:8])[CH:6]=[CH:5]C(=O)C=[CH:2]1.S(=O)(=O)(O)O.[OH2:14].C([O:18][C:19](=[O:21])[CH3:20])(=O)C. (2) Given the product [Cl:16][C:17]12[CH2:26][CH:21]3[CH2:22][CH:23]([CH2:25][C:19]([CH2:27][C:28]([NH:1][N:2]4[C:11](=[O:12])[C:10]5[C:5](=[CH:6][CH:7]=[CH:8][CH:9]=5)[N:4]=[C:3]4[CH:13]([CH3:15])[CH3:14])=[O:29])([CH2:20]3)[CH2:18]1)[CH2:24]2, predict the reactants needed to synthesize it. The reactants are: [NH2:1][N:2]1[C:11](=[O:12])[C:10]2[C:5](=[CH:6][CH:7]=[CH:8][CH:9]=2)[N:4]=[C:3]1[CH:13]([CH3:15])[CH3:14].[Cl:16][C:17]12[CH2:26][CH:21]3[CH2:22][CH:23]([CH2:25][C:19]([CH2:27][C:28](Cl)=[O:29])([CH2:20]3)[CH2:18]1)[CH2:24]2. (3) The reactants are: Cl[C:2]1[N:7]=[C:6]([NH:8][C:9]2[CH:14]=[CH:13][CH:12]=[C:11]([B:15]([OH:17])O)[CH:10]=2)[C:5]([F:18])=[CH:4][N:3]=1.[CH2:19]1[CH2:29][O:28][C:27]2[CH:26]=[CH:25][C:23]([NH2:24])=[CH:22][C:21]=2[O:20]1. Given the product [CH2:19]1[CH2:29][O:28][C:27]2[CH:26]=[CH:25][C:23]([NH:24][C:2]3[N:7]=[C:6]([NH:8][C:9]4[CH:14]=[CH:13][CH:12]=[C:11]([BH:15][OH:17])[CH:10]=4)[C:5]([F:18])=[CH:4][N:3]=3)=[CH:22][C:21]=2[O:20]1, predict the reactants needed to synthesize it. (4) Given the product [CH2:32]([C:19]1[N:18]([CH2:17][CH2:16][O:15][C:12]2[CH:13]=[CH:14][C:9]([S:8][C:5]([CH3:7])([CH3:6])[C:4]([OH:34])=[O:3])=[CH:10][CH:11]=2)[C:23](=[O:24])[C:22]2[N:25]([CH3:31])[N:26]=[C:27]([CH2:28][CH2:29][CH3:30])[C:21]=2[N:20]=1)[CH3:33], predict the reactants needed to synthesize it. The reactants are: C([O:3][C:4](=[O:34])[C:5]([S:8][C:9]1[CH:14]=[CH:13][C:12]([O:15][CH2:16][CH2:17][N:18]2[C:23](=[O:24])[C:22]3[N:25]([CH3:31])[N:26]=[C:27]([CH2:28][CH2:29][CH3:30])[C:21]=3[N:20]=[C:19]2[CH2:32][CH3:33])=[CH:11][CH:10]=1)([CH3:7])[CH3:6])C.C(=O)([O-])[O-].[Na+].[Na+]. (5) Given the product [O:40]([C:41]1[CH:37]=[CH:38][CH:13]=[CH:14][C:17]=1[C:18]([O:20][N:32]1[CH2:31][CH2:30][CH2:29][CH2:34]1)=[O:19])[CH3:39], predict the reactants needed to synthesize it. The reactants are: BrC1C=CC=CC=1NC(=O)NC1C=C[C:14]([CH2:17][C:18]([OH:20])=[O:19])=[CH:13]C=1OC.CCN=C=N[CH2:29][CH2:30][CH2:31][N:32]([CH3:34])C.Cl.O.[CH2:37]1[CH2:41][O:40][CH2:39][CH2:38]1. (6) Given the product [CH2:1]([C:3]1[S:4][C:5]([C:8]([O:10][CH2:11][CH3:12])=[O:9])=[CH:6][N:7]=1)[CH3:2], predict the reactants needed to synthesize it. The reactants are: [CH:1]([C:3]1[S:4][C:5]([C:8]([O:10][CH2:11][CH3:12])=[O:9])=[CH:6][N:7]=1)=[CH2:2].C(OCC)(=O)C.[H][H]. (7) Given the product [O:31]1[C:36]2[CH:37]=[CH:38][CH:39]=[C:40]([C:16]3[CH:17]=[C:18]4[C:13](=[CH:14][CH:15]=3)[N:12]=[C:11]([N:9]3[CH:10]=[C:6]([C:4]([OH:3])=[O:5])[CH:7]=[N:8]3)[NH:20][C:19]4=[O:29])[C:35]=2[O:34][CH2:33][CH2:32]1, predict the reactants needed to synthesize it. The reactants are: C([O:3][C:4]([C:6]1[CH:7]=[N:8][N:9]([C:11]2[N:20](COCC[Si](C)(C)C)[C:19](=[O:29])[C:18]3[C:13](=[CH:14][CH:15]=[C:16](I)[CH:17]=3)[N:12]=2)[CH:10]=1)=[O:5])C.[O:31]1[C:36]2[CH:37]=[CH:38][CH:39]=[C:40](B(O)O)[C:35]=2[O:34][CH2:33][CH2:32]1.